From a dataset of Full USPTO retrosynthesis dataset with 1.9M reactions from patents (1976-2016). Predict the reactants needed to synthesize the given product. Given the product [Cl:1][C:2]1[CH:3]=[CH:4][C:5]([CH2:6][N:7]2[C:12](=[O:13])[C:11]([O:14][CH3:15])=[N:10][N:9]([C:16]3[CH:25]=[CH:24][CH:23]=[C:18]([C:19]4[N:22]=[C:29]([CH3:30])[O:21][N:20]=4)[CH:17]=3)[C:8]2=[O:26])=[CH:27][CH:28]=1, predict the reactants needed to synthesize it. The reactants are: [Cl:1][C:2]1[CH:28]=[CH:27][C:5]([CH2:6][N:7]2[C:12](=[O:13])[C:11]([O:14][CH3:15])=[N:10][N:9]([C:16]3[CH:17]=[C:18]([CH:23]=[CH:24][CH:25]=3)/[C:19](/[NH2:22])=[N:20]/[OH:21])[C:8]2=[O:26])=[CH:4][CH:3]=1.[C:29](OCC)(OCC)(OCC)[CH3:30].